Dataset: Forward reaction prediction with 1.9M reactions from USPTO patents (1976-2016). Task: Predict the product of the given reaction. (1) Given the reactants Br[C:2]1[CH:7]=[CH:6][C:5]([C:8]([N:10]2[CH2:15][CH2:14][N:13]([C:16]3[C:21]([CH3:22])=[CH:20][C:19]([CH2:23][CH3:24])=[CH:18][N:17]=3)[CH2:12][CH2:11]2)=[O:9])=[C:4]([F:25])[CH:3]=1.[C:26]([N:29]1[CH2:33][CH2:32][NH:31][C:30]1=[O:34])(=[O:28])[CH3:27], predict the reaction product. The product is: [C:26]([N:29]1[CH2:33][CH2:32][N:31]([C:2]2[CH:7]=[CH:6][C:5]([C:8]([N:10]3[CH2:15][CH2:14][N:13]([C:16]4[C:21]([CH3:22])=[CH:20][C:19]([CH2:23][CH3:24])=[CH:18][N:17]=4)[CH2:12][CH2:11]3)=[O:9])=[C:4]([F:25])[CH:3]=2)[C:30]1=[O:34])(=[O:28])[CH3:27]. (2) Given the reactants [NH2:1][CH:2]1[CH2:7][CH2:6][N:5]([C:8]([O:10][CH2:11][C:12]2[CH:17]=[CH:16][CH:15]=[CH:14][CH:13]=2)=[O:9])[CH2:4][CH2:3]1.Cl[C:19]([O:21][CH3:22])=[O:20], predict the reaction product. The product is: [CH3:22][O:21][C:19]([NH:1][CH:2]1[CH2:3][CH2:4][N:5]([C:8]([O:10][CH2:11][C:12]2[CH:17]=[CH:16][CH:15]=[CH:14][CH:13]=2)=[O:9])[CH2:6][CH2:7]1)=[O:20]. (3) Given the reactants [C:1]([O:5][C:6]([N:8]1[C@H:12]([CH2:13][C:14]2[CH:19]=[CH:18][CH:17]=[CH:16][C:15]=2[F:20])[CH:11]([CH2:21][C:22]2[N:30]=[CH:29][CH:28]=[CH:27][C:23]=2[C:24]([OH:26])=[O:25])[O:10][C:9]1([CH3:32])[CH3:31])=[O:7])([CH3:4])([CH3:3])[CH3:2].[CH3:33][Si](C=[N+]=[N-])(C)C.CCCCCC, predict the reaction product. The product is: [CH3:33][O:25][C:24](=[O:26])[C:23]1[CH:27]=[CH:28][CH:29]=[N:30][C:22]=1[CH2:21][C@@H:11]1[O:10][C:9]([CH3:32])([CH3:31])[N:8]([C:6]([O:5][C:1]([CH3:4])([CH3:2])[CH3:3])=[O:7])[C@@H:12]1[CH2:13][C:14]1[CH:19]=[CH:18][CH:17]=[CH:16][C:15]=1[F:20].